Task: Predict the reactants needed to synthesize the given product.. Dataset: Full USPTO retrosynthesis dataset with 1.9M reactions from patents (1976-2016) (1) The reactants are: [NH2:1][C:2]1[CH:7]=[CH:6][C:5]([C:8]2[CH:13]=[CH:12][CH:11]=[C:10]([Cl:14])[CH:9]=2)=[CH:4][C:3]=1[C:15]([CH:20]1[CH2:22][CH2:21]1)([C:17]#[C:18][CH3:19])[OH:16].[C:23](N1C=CN=C1)(N1C=CN=C1)=[O:24]. Given the product [Cl:14][C:10]1[CH:9]=[C:8]([C:5]2[CH:6]=[CH:7][C:2]3[NH:1][C:23](=[O:24])[O:16][C:15]([CH:20]4[CH2:22][CH2:21]4)([C:17]#[C:18][CH3:19])[C:3]=3[CH:4]=2)[CH:13]=[CH:12][CH:11]=1, predict the reactants needed to synthesize it. (2) Given the product [F:1][C:2]1[CH:7]=[CH:6][C:5]([CH2:8][C:9]([NH2:10])=[O:14])=[CH:4][C:3]=1[CH3:11], predict the reactants needed to synthesize it. The reactants are: [F:1][C:2]1[CH:7]=[CH:6][C:5]([CH2:8][C:9]#[N:10])=[CH:4][C:3]=1[CH3:11].C[Si](C)(C)[O:14][K].O.C(=O)(O)[O-].[Na+]. (3) The reactants are: [C-]#N.[K+].[CH2:4]([N:6](CC)CC)C.[Cl:11][C:12]1[CH:21]=[CH:20][C:19]2[N+:18]([O-])=[CH:17][C:16]3[N:23]=[CH:24][N:25]([C:26]4[CH:31]=[CH:30][CH:29]=[CH:28][C:27]=4[Cl:32])[C:15]=3[C:14]=2[CH:13]=1. Given the product [Cl:11][C:12]1[CH:21]=[CH:20][C:19]2[N:18]=[C:17]([C:4]#[N:6])[C:16]3[N:23]=[CH:24][N:25]([C:26]4[CH:31]=[CH:30][CH:29]=[CH:28][C:27]=4[Cl:32])[C:15]=3[C:14]=2[CH:13]=1, predict the reactants needed to synthesize it. (4) Given the product [CH3:12][N:8]1[C:9]2[C:4](=[CH:3][C:2]([NH:1][C:32]([NH:31][CH2:30][CH2:29][C:28]3[CH:27]=[CH:26][C:25]([CH3:24])=[CH:35][CH:34]=3)=[S:33])=[CH:11][CH:10]=2)[C:5]([C:14]([F:17])([F:15])[F:16])=[CH:6][C:7]1=[O:13], predict the reactants needed to synthesize it. The reactants are: [NH2:1][C:2]1[CH:3]=[C:4]2[C:9](=[CH:10][CH:11]=1)[N:8]([CH3:12])[C:7](=[O:13])[CH:6]=[C:5]2[C:14]([F:17])([F:16])[F:15].N1C=CC=CC=1.[CH3:24][C:25]1[CH:35]=[CH:34][C:28]([CH2:29][CH2:30][N:31]=[C:32]=[S:33])=[CH:27][CH:26]=1. (5) Given the product [F:46][C:47]1[CH:57]=[CH:56][C:55]([F:58])=[CH:54][C:48]=1/[CH:49]=[CH:50]/[C:51]([NH:24][CH:25]1[CH2:30][CH2:29][N:28]([CH2:31][CH:32]2[N:42]3[C:43]4[N:34]([C:35](=[O:45])[CH:36]=[CH:37][C:38]=4[N:39]=[CH:40][C:41]3=[O:44])[CH2:33]2)[CH2:27][CH2:26]1)=[O:52], predict the reactants needed to synthesize it. The reactants are: O.ON1C2C=CC=CC=2N=N1.CCN=C=NCCCN(C)C.Cl.[NH2:24][CH:25]1[CH2:30][CH2:29][N:28]([CH2:31][CH:32]2[N:42]3[C:43]4[N:34]([C:35](=[O:45])[CH:36]=[CH:37][C:38]=4[N:39]=[CH:40][C:41]3=[O:44])[CH2:33]2)[CH2:27][CH2:26]1.[F:46][C:47]1[CH:57]=[CH:56][C:55]([F:58])=[CH:54][C:48]=1/[CH:49]=[CH:50]/[C:51](O)=[O:52]. (6) Given the product [CH2:1]([C:5]1[CH:6]=[CH:7][C:8]([NH:11][CH2:12][CH:13]([CH3:14])[CH3:15])=[CH:9][CH:10]=1)[CH2:2][CH2:3][CH3:4], predict the reactants needed to synthesize it. The reactants are: [CH2:1]([C:5]1[CH:10]=[CH:9][C:8]([NH:11][C:12](=O)[CH:13]([CH3:15])[CH3:14])=[C:7](C)[CH:6]=1)[CH2:2][CH2:3][CH3:4].B.